Dataset: Forward reaction prediction with 1.9M reactions from USPTO patents (1976-2016). Task: Predict the product of the given reaction. Given the reactants [CH2:1]([N:3]([CH2:28][CH3:29])[C:4](=[O:27])[CH:5]([N:12]1[CH2:17][CH2:16][N:15]([C:18]2[CH:23]=[CH:22][C:21]([CH2:24]O)=[CH:20][C:19]=2[F:26])[CH2:14][CH2:13]1)[C:6]1[CH:11]=[CH:10][CH:9]=[CH:8][CH:7]=1)[CH3:2].C1(P(C2C=CC=CC=2)C2C=CC=CC=2)C=CC=CC=1.[C:49]1(=[O:59])[NH:53][C:52](=[O:54])[C:51]2=[CH:55][CH:56]=[CH:57][CH:58]=[C:50]12.N(C(OCC)=O)=NC(OCC)=O, predict the reaction product. The product is: [O:54]=[C:52]1[C:51]2[C:50](=[CH:58][CH:57]=[CH:56][CH:55]=2)[C:49](=[O:59])[N:53]1[CH2:24][C:21]1[CH:22]=[CH:23][C:18]([N:15]2[CH2:14][CH2:13][N:12]([CH:5]([C:6]3[CH:11]=[CH:10][CH:9]=[CH:8][CH:7]=3)[C:4]([N:3]([CH2:28][CH3:29])[CH2:1][CH3:2])=[O:27])[CH2:17][CH2:16]2)=[C:19]([F:26])[CH:20]=1.